From a dataset of Full USPTO retrosynthesis dataset with 1.9M reactions from patents (1976-2016). Predict the reactants needed to synthesize the given product. (1) Given the product [OH:6][C@@H:3]1[CH2:4][CH2:5][N:1]([C:10]([C:12]2[S:13][C:14]([C:17]3[C:18]([NH:35][CH:36]([CH3:38])[CH3:37])=[N:19][C:20]([C:23]4[CH:28]=[CH:27][CH:26]=[C:25]([C:29]5[CH:30]=[N:31][N:32]([CH3:34])[CH:33]=5)[CH:24]=4)=[N:21][CH:22]=3)=[N:15][N:16]=2)=[O:9])[CH2:2]1, predict the reactants needed to synthesize it. The reactants are: [NH:1]1[CH2:5][CH2:4][C@@H:3]([OH:6])[CH2:2]1.C([O:9][C:10]([C:12]1[S:13][C:14]([C:17]2[C:18]([NH:35][CH:36]([CH3:38])[CH3:37])=[N:19][C:20]([C:23]3[CH:28]=[CH:27][CH:26]=[C:25]([C:29]4[CH:30]=[N:31][N:32]([CH3:34])[CH:33]=4)[CH:24]=3)=[N:21][CH:22]=2)=[N:15][N:16]=1)=O)C. (2) Given the product [Cl:8][C:6]1[N:5]=[C:4]([S:9]([CH3:12])(=[O:11])=[O:10])[N:3]=[C:2]([N:18]2[CH2:19][C@@H:14]3[CH2:20][C@H:17]2[CH2:16][O:15]3)[CH:7]=1, predict the reactants needed to synthesize it. The reactants are: Cl[C:2]1[CH:7]=[C:6]([Cl:8])[N:5]=[C:4]([S:9]([CH3:12])(=[O:11])=[O:10])[N:3]=1.Cl.[C@H:14]12[CH2:20][C@H:17]([NH:18][CH2:19]1)[CH2:16][O:15]2.C(N(CC)C(C)C)(C)C. (3) Given the product [C:16]([O:1][C:2]1[CH:9]=[CH:8][C:5]([CH:6]=[O:7])=[CH:4][CH:3]=1)(=[O:24])[CH2:17][CH2:18][CH2:19][CH2:20][CH2:21][CH2:22][CH3:23], predict the reactants needed to synthesize it. The reactants are: [OH:1][C:2]1[CH:9]=[CH:8][C:5]([CH:6]=[O:7])=[CH:4][CH:3]=1.N1C=CC=CC=1.[C:16](Cl)(=[O:24])[CH2:17][CH2:18][CH2:19][CH2:20][CH2:21][CH2:22][CH3:23].N#N. (4) Given the product [CH3:37][N:36]([CH3:38])[C:29]1[C:30]([C:32]([F:35])([F:33])[F:34])=[CH:31][C:25]2[NH:24][C:23](=[O:39])[CH2:22][C:21]([C:17]3[CH:16]=[C:15]([C:11]4[CH:12]=[CH:13][CH:14]=[C:9]([S:6]([NH2:5])(=[O:7])=[O:8])[CH:10]=4)[CH:20]=[CH:19][CH:18]=3)=[N:27][C:26]=2[CH:28]=1, predict the reactants needed to synthesize it. The reactants are: C([NH:5][S:6]([C:9]1[CH:10]=[C:11]([C:15]2[CH:20]=[CH:19][CH:18]=[C:17]([C:21]3[CH2:22][C:23](=[O:39])[NH:24][C:25]4[CH:31]=[C:30]([C:32]([F:35])([F:34])[F:33])[C:29]([N:36]([CH3:38])[CH3:37])=[CH:28][C:26]=4[N:27]=3)[CH:16]=2)[CH:12]=[CH:13][CH:14]=1)(=[O:8])=[O:7])(C)(C)C.C(O)(C(F)(F)F)=O.